This data is from Catalyst prediction with 721,799 reactions and 888 catalyst types from USPTO. The task is: Predict which catalyst facilitates the given reaction. Reactant: C[O-].[Na+].[CH:4]1([CH:7]=[O:8])[CH2:6][CH2:5]1.Cl[CH2:10][C:11]([O:13][CH3:14])=[O:12].C(O)(=O)C. Product: [CH:4]1([CH:7]2[O:8][CH:10]2[C:11]([O:13][CH3:14])=[O:12])[CH2:6][CH2:5]1. The catalyst class is: 24.